From a dataset of NCI-60 drug combinations with 297,098 pairs across 59 cell lines. Regression. Given two drug SMILES strings and cell line genomic features, predict the synergy score measuring deviation from expected non-interaction effect. (1) Drug 1: C1CCC(C1)C(CC#N)N2C=C(C=N2)C3=C4C=CNC4=NC=N3. Drug 2: C1=NC2=C(N=C(N=C2N1C3C(C(C(O3)CO)O)O)F)N. Cell line: HCT116. Synergy scores: CSS=0.274, Synergy_ZIP=-1.49, Synergy_Bliss=-5.83, Synergy_Loewe=-7.81, Synergy_HSA=-7.84. (2) Drug 1: CN1C2=C(C=C(C=C2)N(CCCl)CCCl)N=C1CCCC(=O)O.Cl. Drug 2: CC1CCC2CC(C(=CC=CC=CC(CC(C(=O)C(C(C(=CC(C(=O)CC(OC(=O)C3CCCCN3C(=O)C(=O)C1(O2)O)C(C)CC4CCC(C(C4)OC)O)C)C)O)OC)C)C)C)OC. Cell line: HOP-92. Synergy scores: CSS=5.38, Synergy_ZIP=0.150, Synergy_Bliss=3.25, Synergy_Loewe=-7.23, Synergy_HSA=0.498. (3) Drug 1: CC1CCC2CC(C(=CC=CC=CC(CC(C(=O)C(C(C(=CC(C(=O)CC(OC(=O)C3CCCCN3C(=O)C(=O)C1(O2)O)C(C)CC4CCC(C(C4)OC)O)C)C)O)OC)C)C)C)OC. Drug 2: CC1=C2C(C(=O)C3(C(CC4C(C3C(C(C2(C)C)(CC1OC(=O)C(C(C5=CC=CC=C5)NC(=O)OC(C)(C)C)O)O)OC(=O)C6=CC=CC=C6)(CO4)OC(=O)C)O)C)O. Cell line: OVCAR3. Synergy scores: CSS=13.9, Synergy_ZIP=3.36, Synergy_Bliss=8.71, Synergy_Loewe=6.35, Synergy_HSA=6.36.